From a dataset of Reaction yield outcomes from USPTO patents with 853,638 reactions. Predict the reaction yield, written as a fraction of the theoretical maximum amount of product (1.0 means a 100% yield; for example, 0.34 means a 34% yield). (1) The reactants are [Si:1]([O:8][CH2:9][C:10]1[CH:11]=[N:12][CH:13]=[CH:14][C:15]=1[NH2:16])([C:4]([CH3:7])([CH3:6])[CH3:5])([CH3:3])[CH3:2].N1C=CC=CC=1.Cl[C:24]([O:26][C:27]1[CH:32]=[CH:31][CH:30]=[CH:29][CH:28]=1)=[O:25]. The catalyst is C(#N)C.O1CCCC1. The product is [Si:1]([O:8][CH2:9][C:10]1[CH:11]=[N:12][CH:13]=[CH:14][C:15]=1[NH:16][C:24](=[O:25])[O:26][C:27]1[CH:32]=[CH:31][CH:30]=[CH:29][CH:28]=1)([C:4]([CH3:7])([CH3:6])[CH3:5])([CH3:3])[CH3:2]. The yield is 0.460. (2) The reactants are [C:1]1([CH3:10])[CH:6]=[CH:5][CH:4]=[CH:3][C:2]=1[CH2:7][CH2:8][NH2:9].[C:11](OC(=O)C)(=[O:13])[CH3:12]. No catalyst specified. The product is [C:1]1([CH3:10])[CH:6]=[CH:5][CH:4]=[CH:3][C:2]=1[CH2:7][CH2:8][NH:9][C:11](=[O:13])[CH3:12]. The yield is 0.880.